Dataset: Full USPTO retrosynthesis dataset with 1.9M reactions from patents (1976-2016). Task: Predict the reactants needed to synthesize the given product. Given the product [Cl:29][C:17]1[CH:16]=[C:15]([NH:14][C:12]2[N:11]=[CH:10][N:9]=[C:8]3[NH:7][N:6]=[C:5]([O:4][CH2:3][CH2:2][N:36]4[CH2:37][CH2:38][N:33]([CH:30]5[CH2:32][CH2:31]5)[CH2:34][CH2:35]4)[C:13]=23)[CH:20]=[CH:19][C:18]=1[O:21][C:22]1[CH:23]=[N:24][C:25]([CH3:28])=[CH:26][CH:27]=1, predict the reactants needed to synthesize it. The reactants are: Cl[CH2:2][CH2:3][O:4][C:5]1[C:13]2[C:8](=[N:9][CH:10]=[N:11][C:12]=2[NH:14][C:15]2[CH:20]=[CH:19][C:18]([O:21][C:22]3[CH:23]=[N:24][C:25]([CH3:28])=[CH:26][CH:27]=3)=[C:17]([Cl:29])[CH:16]=2)[NH:7][N:6]=1.[CH:30]1([N:33]2[CH2:38][CH2:37][NH:36][CH2:35][CH2:34]2)[CH2:32][CH2:31]1.